From a dataset of Catalyst prediction with 721,799 reactions and 888 catalyst types from USPTO. Predict which catalyst facilitates the given reaction. (1) Reactant: O.NN.[C:4]([O:8][C:9](=[O:26])[N:10]([CH2:12][CH2:13][O:14][N:15]1C(=O)C2C(=CC=CC=2)C1=O)[CH3:11])([CH3:7])([CH3:6])[CH3:5]. Product: [NH2:15][O:14][CH2:13][CH2:12][N:10]([CH3:11])[C:9](=[O:26])[O:8][C:4]([CH3:5])([CH3:6])[CH3:7]. The catalyst class is: 14. (2) Reactant: [CH2:1]([C:5]1(O)[C:9]2[CH:10]=[C:11]([NH:16][C:17](=[O:23])[CH2:18][C:19]([CH3:22])([CH3:21])[CH3:20])[C:12]([CH3:15])=[C:13]([CH3:14])[C:8]=2[O:7][C:6]1([CH3:25])[CH3:24])[CH2:2][CH2:3][CH3:4]. Product: [CH2:1]([CH:5]1[C:9]2[CH:10]=[C:11]([NH:16][C:17](=[O:23])[CH2:18][C:19]([CH3:22])([CH3:21])[CH3:20])[C:12]([CH3:15])=[C:13]([CH3:14])[C:8]=2[O:7][C:6]1([CH3:24])[CH3:25])[CH2:2][CH2:3][CH3:4]. The catalyst class is: 175. (3) Reactant: [NH2:1][CH2:2][C:3]1[CH:12]=[CH:11][C:6]([C:7]([O:9][CH3:10])=[O:8])=[CH:5][CH:4]=1.[CH2:13]([O:20][C:21]1[CH:22]=[CH:23][C:24]([CH2:27][CH:28]([NH:32][C:33]([O:35][C:36]([CH3:39])([CH3:38])[CH3:37])=[O:34])[C:29](O)=[O:30])=[N:25][CH:26]=1)[C:14]1[CH:19]=[CH:18][CH:17]=[CH:16][CH:15]=1. Product: [CH2:13]([O:20][C:21]1[CH:22]=[CH:23][C:24]([CH2:27][CH:28]([NH:32][C:33]([O:35][C:36]([CH3:39])([CH3:38])[CH3:37])=[O:34])[C:29]([NH:1][CH2:2][C:3]2[CH:4]=[CH:5][C:6]([C:7]([O:9][CH3:10])=[O:8])=[CH:11][CH:12]=2)=[O:30])=[N:25][CH:26]=1)[C:14]1[CH:15]=[CH:16][CH:17]=[CH:18][CH:19]=1. The catalyst class is: 4. (4) The catalyst class is: 374. Reactant: [SH:1][C:2]1[CH:22]=[CH:21][C:5]2[N:6]=[C:7]([NH:9]C(NCCN3CCOCC3)=O)[S:8][C:4]=2[CH:3]=1.C(=O)([O-])[O-].[K+].[K+].Cl[C:30]1[N:34]2[N:35]=[C:36]([C:39]3[CH:40]=[N:41][N:42]([CH3:44])[CH:43]=3)[CH:37]=[CH:38][C:33]2=[N:32][N:31]=1.C(=O)([O-])O. Product: [CH3:44][N:42]1[CH:43]=[C:39]([C:36]2[CH:37]=[CH:38][C:33]3[N:34]([C:30]([S:1][C:2]4[CH:22]=[CH:21][C:5]5[N:6]=[C:7]([NH2:9])[S:8][C:4]=5[CH:3]=4)=[N:31][N:32]=3)[N:35]=2)[CH:40]=[N:41]1. (5) Reactant: [Br:1][C:2]1[C:3](F)=[C:4]([CH:7]=[CH:8][CH:9]=1)[CH:5]=[O:6].[NH:11]1[CH2:16][CH2:15][O:14][CH2:13][CH2:12]1.C([O-])([O-])=O.[K+].[K+]. Product: [Br:1][C:2]1[CH:3]=[C:4]([CH:7]=[CH:8][C:9]=1[N:11]1[CH2:16][CH2:15][O:14][CH2:13][CH2:12]1)[CH:5]=[O:6]. The catalyst class is: 17. (6) Reactant: C(OC([N:8]([C:35]1[CH:40]=[CH:39][CH:38]=[CH:37][N:36]=1)[CH2:9][CH2:10][CH2:11][C:12]1[CH:34]=[CH:33][C:15]([CH2:16][C@@H:17]([C:29]([O:31][CH3:32])=[O:30])[NH:18][C:19](=[O:28])[C:20]2[C:25]([Cl:26])=[CH:24][CH:23]=[CH:22][C:21]=2[Cl:27])=[CH:14][CH:13]=1)=O)(C)(C)C.C(O)(C(F)(F)F)=O. Product: [Cl:27][C:21]1[CH:22]=[CH:23][CH:24]=[C:25]([Cl:26])[C:20]=1[C:19]([NH:18][C@H:17]([C:29]([O:31][CH3:32])=[O:30])[CH2:16][C:15]1[CH:33]=[CH:34][C:12]([CH2:11][CH2:10][CH2:9][NH:8][C:35]2[CH:40]=[CH:39][CH:38]=[CH:37][N:36]=2)=[CH:13][CH:14]=1)=[O:28]. The catalyst class is: 2. (7) Reactant: [N:1]1[O:2][N:3]=[C:4]2[CH:9]=[C:8]([C:10]([OH:12])=O)[CH:7]=[CH:6][C:5]=12.S(Cl)([Cl:15])=O.CN(C=O)C. Product: [N:1]1[O:2][N:3]=[C:4]2[CH:9]=[C:8]([C:10]([Cl:15])=[O:12])[CH:7]=[CH:6][C:5]=12. The catalyst class is: 11. (8) Reactant: [CH3:1][C:2]1[CH:7]=[C:6]([CH3:8])[N:5]=[C:4]2[S:9][NH:10][C:11](=[O:12])[C:3]=12.I[CH2:14][C:15]([N:17]1[CH2:22][CH2:21][N:20]([C:23](=[O:26])[CH2:24][I:25])[CH2:19][CH2:18]1)=[O:16].CCN(C(C)C)C(C)C.CCOC(C)=O.CCCCCC. Product: [CH3:1][C:2]1[CH:7]=[C:6]([CH3:8])[N:5]=[C:4]2[S:9][N:10]([CH2:14][C:15]([N:17]3[CH2:22][CH2:21][N:20]([C:23](=[O:26])[CH2:24][I:25])[CH2:19][CH2:18]3)=[O:16])[C:11](=[O:12])[C:3]=12. The catalyst class is: 2.